This data is from Full USPTO retrosynthesis dataset with 1.9M reactions from patents (1976-2016). The task is: Predict the reactants needed to synthesize the given product. Given the product [CH2:1]([O:5][C:6](=[O:9])[CH:7]([C:10]12[CH2:19][CH:14]3[CH2:15][CH:16]([CH2:18][CH:12]([CH2:13]3)[CH2:11]1)[CH2:17]2)[OH:21])[CH2:4][CH2:22][CH3:28], predict the reactants needed to synthesize it. The reactants are: [C:1]([O:5][C:6](=[O:9])[CH2:7]Br)([CH3:4])(C)C.[C:10]12(O)[CH2:19][CH:14]3[CH2:15][CH:16]([CH2:18][CH:12]([CH2:13]3)[CH2:11]1)[CH2:17]2.[OH2:21].[C:22]1([CH3:28])C=CC=CC=1.